From a dataset of Full USPTO retrosynthesis dataset with 1.9M reactions from patents (1976-2016). Predict the reactants needed to synthesize the given product. (1) The reactants are: [C:1]([O:5][C:6](=[O:30])[N:7]([CH2:13][C:14]1[CH:19]=[CH:18][C:17]([C:20]2[CH:25]=[CH:24][C:23]([C:26]#[N:27])=[CH:22][C:21]=2[CH3:28])=[CH:16][C:15]=1[Cl:29])[CH2:8][CH2:9][CH:10]([CH3:12])[CH3:11])([CH3:4])([CH3:3])[CH3:2].C(=O)([O-])[O-:32].[K+].[K+].OO.CCCCCCC. Given the product [C:1]([O:5][C:6](=[O:30])[N:7]([CH2:13][C:14]1[CH:19]=[CH:18][C:17]([C:20]2[CH:25]=[CH:24][C:23]([C:26](=[O:32])[NH2:27])=[CH:22][C:21]=2[CH3:28])=[CH:16][C:15]=1[Cl:29])[CH2:8][CH2:9][CH:10]([CH3:12])[CH3:11])([CH3:2])([CH3:3])[CH3:4], predict the reactants needed to synthesize it. (2) The reactants are: [CH3:1][O:2][C:3]1[CH:4]=[C:5]([CH3:12])[N+:6]([O-])=[N:7][C:8]=1[O:9][CH3:10].[C:13]([O:16]C(=O)C)(=[O:15])[CH3:14]. Given the product [C:13]([O:16][CH2:12][C:5]1[N:6]=[N:7][C:8]([O:9][CH3:10])=[C:3]([O:2][CH3:1])[CH:4]=1)(=[O:15])[CH3:14], predict the reactants needed to synthesize it. (3) Given the product [NH2:6][C:5]1[CH:7]=[CH:8][C:2]([CH:12]=[CH:11][C:10]([O:14][CH3:15])=[O:13])=[C:3]([F:9])[CH:4]=1, predict the reactants needed to synthesize it. The reactants are: Br[C:2]1[CH:8]=[CH:7][C:5]([NH2:6])=[CH:4][C:3]=1[F:9].[C:10]([O:14][CH3:15])(=[O:13])[CH:11]=[CH2:12].CC1C=CC=CC=1P(C1C=CC=CC=1C)C1C=CC=CC=1C.C1(C)C=CC=CC=1. (4) Given the product [CH:26]1([N:31]2[CH2:36][CH2:35][CH:34]([C:37]3[CH:43]=[CH:42][C:40]([NH:41][C:2]4[C:3]([C:23]#[N:24])=[N:4][CH:5]=[C:6]([N:8]5[CH2:13][CH2:12][CH2:11][C@@H:10]([N:14]6[CH2:19][CH2:18][CH2:17][N:16]([CH3:20])[C:15]6=[O:21])[C@H:9]5[CH3:22])[N:7]=4)=[CH:39][CH:38]=3)[CH2:33][CH2:32]2)[CH2:30][CH2:29][CH2:28][CH2:27]1, predict the reactants needed to synthesize it. The reactants are: Cl[C:2]1[C:3]([C:23]#[N:24])=[N:4][CH:5]=[C:6]([N:8]2[CH2:13][CH2:12][CH2:11][C@@H:10]([N:14]3[CH2:19][CH2:18][CH2:17][N:16]([CH3:20])[C:15]3=[O:21])[C@H:9]2[CH3:22])[N:7]=1.Cl.[CH:26]1([N:31]2[CH2:36][CH2:35][CH:34]([C:37]3[CH:43]=[CH:42][C:40]([NH2:41])=[CH:39][CH:38]=3)[CH2:33][CH2:32]2)[CH2:30][CH2:29][CH2:28][CH2:27]1.C(=O)([O-])[O-].[Cs+].[Cs+].C1C=CC(P(C2C(C3C(P(C4C=CC=CC=4)C4C=CC=CC=4)=CC=C4C=3C=CC=C4)=C3C(C=CC=C3)=CC=2)C2C=CC=CC=2)=CC=1.